Predict the reaction yield, written as a fraction of the theoretical maximum amount of product (1.0 means a 100% yield; for example, 0.34 means a 34% yield). From a dataset of Reaction yield outcomes from USPTO patents with 853,638 reactions. (1) The reactants are [NH2:1][C@@H:2]([C:12]1[CH:17]=[CH:16][CH:15]=[CH:14][CH:13]=1)[CH2:3][C:4]([O:6][C@H:7]([CH2:9][CH:10]=[CH2:11])[CH3:8])=[O:5].[C:18](O)(=[O:23])[CH2:19][CH2:20][CH:21]=[CH2:22].CCN=C=NCCCN(C)C. The catalyst is C(Cl)Cl.CN(C1C=CN=CC=1)C. The product is [C:18]([NH:1][C@@H:2]([C:12]1[CH:13]=[CH:14][CH:15]=[CH:16][CH:17]=1)[CH2:3][C:4]([O:6][C@H:7]([CH2:9][CH:10]=[CH2:11])[CH3:8])=[O:5])(=[O:23])[CH2:19][CH2:20][CH:21]=[CH2:22]. The yield is 0.650. (2) The reactants are [F:1][C:2]1[CH:3]=[C:4]([C@H:8]2[CH2:12][C@@H:11]([OH:13])[CH2:10][N:9]2[C:14]2[CH:19]=[CH:18][N:17]3[N:20]=[CH:21][C:22]([C:23]([OH:25])=O)=[C:16]3[N:15]=2)[CH:5]=[CH:6][CH:7]=1.[CH3:26][NH2:27]. No catalyst specified. The product is [F:1][C:2]1[CH:3]=[C:4]([C@H:8]2[CH2:12][C@@H:11]([OH:13])[CH2:10][N:9]2[C:14]2[CH:19]=[CH:18][N:17]3[N:20]=[CH:21][C:22]([C:23]([NH:27][CH3:26])=[O:25])=[C:16]3[N:15]=2)[CH:5]=[CH:6][CH:7]=1. The yield is 0.450. (3) The reactants are [F:1][CH:2]([F:14])[C:3]1[NH:4][C:5]2[C:11]([O:12][CH3:13])=[CH:10][CH:9]=[CH:8][C:6]=2[N:7]=1.[H-].[Na+].Cl[C:18]1[N:23]=[C:22]([Cl:24])[CH:21]=[C:20]([Cl:25])[N:19]=1.O. The catalyst is CN(C=O)C. The product is [F:14][CH:2]([F:1])[C:3]1[N:7]([C:18]2[N:23]=[C:22]([Cl:24])[CH:21]=[C:20]([Cl:25])[N:19]=2)[C:6]2[CH:8]=[CH:9][CH:10]=[C:11]([O:12][CH3:13])[C:5]=2[N:4]=1. The yield is 0.780. (4) The reactants are O[CH2:2][CH2:3][N:4]([CH3:36])[C:5]([C:7]1[C:12]([O:13][CH2:14][C:15]2[CH:20]=[CH:19][CH:18]=[CH:17][CH:16]=2)=[C:11]([OH:21])[N:10]=[C:9]([CH2:22][C:23]2[CH:28]=[CH:27][CH:26]=[CH:25][C:24]=2[C:29]2[CH:34]=[CH:33][CH:32]=[CH:31][C:30]=2[Cl:35])[N:8]=1)=[O:6].C(OC1C(=O)N=C(CC2C=CC=CC=2C2C=CC=CC=2)N2CCN(C)C(=O)C=12)C1C=CC=CC=1. No catalyst specified. The product is [CH2:14]([O:13][C:12]1[C:11](=[O:21])[N:10]=[C:9]([CH2:22][C:23]2[CH:28]=[CH:27][CH:26]=[CH:25][C:24]=2[C:29]2[CH:34]=[CH:33][CH:32]=[CH:31][C:30]=2[Cl:35])[N:8]2[CH2:2][CH2:3][N:4]([CH3:36])[C:5](=[O:6])[C:7]=12)[C:15]1[CH:20]=[CH:19][CH:18]=[CH:17][CH:16]=1. The yield is 0.525. (5) The reactants are [NH2:1][CH2:2][CH2:3][CH2:4][N:5]1[CH2:10][CH2:9][N:8]([CH3:11])[CH2:7][CH2:6]1.[C:12]([O:16][CH2:17][CH3:18])(=[O:15])[CH:13]=O.CC(O)=O.[BH3-]C#N.[Na+]. The catalyst is CO.C([O-])(O)=O.[Na+]. The product is [CH2:17]([O:16][C:12](=[O:15])[CH2:13][NH:1][CH2:2][CH2:3][CH2:4][N:5]1[CH2:6][CH2:7][N:8]([CH3:11])[CH2:9][CH2:10]1)[CH3:18]. The yield is 0.380. (6) The reactants are [CH3:1][O:2][C:3]1[CH:8]=[CH:7][C:6]([C:9]([F:12])([F:11])[F:10])=[CH:5][C:4]=1[N:13]=[C:14]=[O:15].[NH2:16][C:17]1[CH:34]=[CH:33][C:20]([O:21][C:22]2[CH:23]=[C:24]3[C:28](=[CH:29][CH:30]=2)[C:27](=[O:31])[NH:26][C:25]3=[O:32])=[CH:19][CH:18]=1.CO. The catalyst is C(Cl)Cl. The product is [CH3:1][O:2][C:3]1[CH:8]=[CH:7][C:6]([C:9]([F:12])([F:11])[F:10])=[CH:5][C:4]=1[NH:13][C:14]([NH:16][C:17]1[CH:18]=[CH:19][C:20]([O:21][C:22]2[CH:23]=[C:24]3[C:28](=[CH:29][CH:30]=2)[C:27](=[O:31])[NH:26][C:25]3=[O:32])=[CH:33][CH:34]=1)=[O:15]. The yield is 0.960. (7) The reactants are [Br:1][C:2]1[CH:3]=[C:4]([SH:8])[CH:5]=[CH:6][CH:7]=1.[OH-].[K+].[CH2:11]([O:13][CH:14]([O:17][CH2:18][CH3:19])[CH2:15]Br)[CH3:12]. The catalyst is CS(C)=O.O.CCOCC. The product is [Br:1][C:2]1[CH:3]=[C:4]([S:8][CH2:15][CH:14]([O:17][CH2:18][CH3:19])[O:13][CH2:11][CH3:12])[CH:5]=[CH:6][CH:7]=1. The yield is 1.00. (8) The reactants are [CH3:1][C:2]1[CH:7]=[CH:6][C:5]([C:8]2[CH:13]=[CH:12][C:11]([CH2:14][NH2:15])=[CH:10][CH:9]=2)=[CH:4][CH:3]=1.[F:16][C:17]([F:44])([F:43])[C:18]1[CH:23]=[CH:22][C:21]([C:24]2[C:25]([C:30]([NH:32][C:33]3[CH:34]=[C:35]([C:40](O)=[O:41])[N:36]([CH2:38][CH3:39])[CH:37]=3)=[O:31])=[CH:26][CH:27]=[CH:28][CH:29]=2)=[CH:20][CH:19]=1.CN(C(ON1N=NC2C=CC=CC1=2)=[N+](C)C)C.[B-](F)(F)(F)F.C(N(C(C)C)C(C)C)C. The catalyst is CN(C)C=O.ClCCl.C(O)C. The product is [CH3:1][C:2]1[CH:3]=[CH:4][C:5]([C:8]2[CH:13]=[CH:12][C:11]([CH2:14][NH:15][C:40]([C:35]3[N:36]([CH2:38][CH3:39])[CH:37]=[C:33]([NH:32][C:30]([C:25]4[C:24]([C:21]5[CH:20]=[CH:19][C:18]([C:17]([F:44])([F:16])[F:43])=[CH:23][CH:22]=5)=[CH:29][CH:28]=[CH:27][CH:26]=4)=[O:31])[CH:34]=3)=[O:41])=[CH:10][CH:9]=2)=[CH:6][CH:7]=1. The yield is 0.780. (9) The reactants are Br[C:2]1[CH:3]=[C:4]([NH:13][C:14](=[O:25])[C:15]2[CH:20]=[CH:19][C:18]([O:21][CH3:22])=[C:17]([O:23][CH3:24])[CH:16]=2)[CH:5]=[CH:6][C:7]=1[C:8]([C:11]#[N:12])([CH3:10])[CH3:9].[Cl:26][C:27]1[CH:32]=[CH:31][CH:30]=[CH:29][C:28]=1B(O)O.C([O-])([O-])=O.[K+].[K+]. The catalyst is COCCOC. The product is [Cl:26][C:27]1[CH:32]=[CH:31][CH:30]=[CH:29][C:28]=1[C:2]1[C:7]([C:8]([C:11]#[N:12])([CH3:10])[CH3:9])=[CH:6][CH:5]=[C:4]([NH:13][C:14](=[O:25])[C:15]2[CH:20]=[CH:19][C:18]([O:21][CH3:22])=[C:17]([O:23][CH3:24])[CH:16]=2)[CH:3]=1. The yield is 0.160. (10) The reactants are [CH3:1][C:2]1[CH:7]=[CH:6][N:5]=[C:4]([N+:8]([O-:10])=[O:9])[C:3]=1[OH:11].C[O-].[Na+].[Br:15]Br. The catalyst is CO. The product is [Br:15][C:6]1[N:5]=[C:4]([N+:8]([O-:10])=[O:9])[C:3]([OH:11])=[C:2]([CH3:1])[CH:7]=1. The yield is 0.580.